Predict which catalyst facilitates the given reaction. From a dataset of Catalyst prediction with 721,799 reactions and 888 catalyst types from USPTO. (1) Reactant: [CH3:1][C:2]1[C:7]([O:8][C:9](=[O:11])[CH3:10])=[CH:6][CH:5]=[C:4]([N+:12]([O-])=O)[N:3]=1. Product: [NH2:12][C:4]1[N:3]=[C:2]([CH3:1])[C:7]([O:8][C:9](=[O:11])[CH3:10])=[CH:6][CH:5]=1. The catalyst class is: 29. (2) Product: [ClH:23].[C:21]([C@@H:16]1[CH2:17][C@H:18]([F:20])[CH2:19][N:15]1[C:13]([C@@H:9]1[CH2:10][CH2:11][CH2:12][NH:8]1)=[O:14])#[N:22]. Reactant: C(OC([N:8]1[CH2:12][CH2:11][CH2:10][C@H:9]1[C:13]([N:15]1[CH2:19][C@@H:18]([F:20])[CH2:17][C@H:16]1[C:21]#[N:22])=[O:14])=O)(C)(C)C.[ClH:23]. The catalyst class is: 27. (3) Reactant: [CH2:1]([C:3]1[S:4][CH:5]=[C:6](/[CH:8]=[CH:9]/[C:10]2[C:11]([O:21][CH2:22][C:23]3[CH:46]=[CH:45][C:26]([O:27][CH2:28][C:29]4[N:30]=[C:31]([C:35]5[S:39][C:38]([C:40]([O:42]CC)=[O:41])=[CH:37][CH:36]=5)[O:32][C:33]=4[CH3:34])=[C:25]([O:47][CH3:48])[CH:24]=3)=[N:12][N:13]([C:15]3[CH:20]=[CH:19][CH:18]=[CH:17][CH:16]=3)[CH:14]=2)[N:7]=1)[CH3:2].O1CCCC1.[OH-].[Na+].Cl. Product: [CH2:1]([C:3]1[S:4][CH:5]=[C:6](/[CH:8]=[CH:9]/[C:10]2[C:11]([O:21][CH2:22][C:23]3[CH:46]=[CH:45][C:26]([O:27][CH2:28][C:29]4[N:30]=[C:31]([C:35]5[S:39][C:38]([C:40]([OH:42])=[O:41])=[CH:37][CH:36]=5)[O:32][C:33]=4[CH3:34])=[C:25]([O:47][CH3:48])[CH:24]=3)=[N:12][N:13]([C:15]3[CH:20]=[CH:19][CH:18]=[CH:17][CH:16]=3)[CH:14]=2)[N:7]=1)[CH3:2]. The catalyst class is: 97. (4) Reactant: [OH:1][C:2]1[CH:3]=[C:4]2[C:8](=[CH:9][CH:10]=1)[C:7](=O)[C:6]1([CH2:19][C:18]3[C:13](=[CH:14][CH:15]=[C:16]([OH:20])[CH:17]=3)[CH2:12]1)[CH:5]2[CH3:21].[CH2:22](OCC)C.C[Mg+].[Br-]. Product: [OH:1][C:2]1[CH:3]=[C:4]2[C:8](=[CH:9][CH:10]=1)[C:7](=[CH2:22])[C:6]1([CH2:19][C:18]3[C:13](=[CH:14][CH:15]=[C:16]([OH:20])[CH:17]=3)[CH2:12]1)[CH:5]2[CH3:21]. The catalyst class is: 1. (5) Reactant: [F:1][C:2]1[CH:15]=[CH:14][CH:13]=[C:12]([F:16])[C:3]=1[C:4]([NH:6][C:7]1[CH:11]=[CH:10][NH:9][N:8]=1)=[O:5].C[Si]([N-][Si](C)(C)C)(C)C.[Li+].Br[CH2:28][C:29]1[CH:34]=[C:33]([O:35][C:36]2[CH:41]=[CH:40][CH:39]=[CH:38][CH:37]=2)[CH:32]=[CH:31][C:30]=1[C:42]([F:45])([F:44])[F:43]. Product: [F:1][C:2]1[CH:15]=[CH:14][CH:13]=[C:12]([F:16])[C:3]=1[C:4]([NH:6][C:7]1[CH:11]=[CH:10][N:9]([CH2:28][C:29]2[CH:34]=[C:33]([O:35][C:36]3[CH:41]=[CH:40][CH:39]=[CH:38][CH:37]=3)[CH:32]=[CH:31][C:30]=2[C:42]([F:43])([F:44])[F:45])[N:8]=1)=[O:5]. The catalyst class is: 1.